This data is from Catalyst prediction with 721,799 reactions and 888 catalyst types from USPTO. The task is: Predict which catalyst facilitates the given reaction. (1) The catalyst class is: 54. Product: [ClH:35].[ClH:35].[O:7]=[C:8]([CH2:9][N:10]1[CH2:15][CH2:14][CH:13]([CH2:16][CH2:17][N:18]2[CH2:19][CH2:20][N:21]([C:24]3[CH:29]=[CH:28][CH:27]=[C:26]([C:30]([F:33])([F:32])[F:31])[CH:25]=3)[CH2:22][CH2:23]2)[CH2:12][CH2:11]1)[CH2:3][C:2]#[N:4]. Reactant: [K].[C:2](#[N:4])[CH3:3].C([O:7][C:8](=O)[CH2:9][N:10]1[CH2:15][CH2:14][CH:13]([CH2:16][CH2:17][N:18]2[CH2:23][CH2:22][N:21]([C:24]3[CH:29]=[CH:28][CH:27]=[C:26]([C:30]([F:33])([F:32])[F:31])[CH:25]=3)[CH2:20][CH2:19]2)[CH2:12][CH2:11]1)C.[ClH:35]. (2) Product: [C:3]([C:4]12[CH2:11][C:10]3([CH3:13])[CH2:9][C:8]([CH3:15])([CH2:7][C:6]([C:16]45[CH2:26][C:20]6([CH3:27])[CH2:21][C:22]([CH3:25])([CH2:24][C:18]([C:28]#[CH:29])([CH2:19]6)[CH2:17]4)[CH2:23]5)([CH2:12]3)[CH2:5]1)[CH2:14]2)#[CH:2]. The catalyst class is: 6. Reactant: Br[CH:2](Br)[CH2:3][C:4]12[CH2:14][C:8]3([CH3:15])[CH2:9][C:10]([CH3:13])([CH2:12][C:6]([C:16]45[CH2:26][C:20]6([CH3:27])[CH2:21][C:22]([CH3:25])([CH2:24][C:18]([CH2:28][CH:29](Br)Br)([CH2:19]6)[CH2:17]4)[CH2:23]5)([CH2:7]3)[CH2:5]1)[CH2:11]2.CC(C)([O-])C.[K+]. (3) Reactant: Br[C:2]1[CH:3]=[C:4]([C:8]2[S:9][C:10]3[CH2:16][CH2:15][CH2:14][C:13]([F:18])([F:17])[C:11]=3[N:12]=2)[CH:5]=[N:6][CH:7]=1.FC1(F)C2N=C(C3C=C(C4C(N(C)S(C)(=O)=O)=CC5OC(C6C=CC(F)=CC=6)=C(C(NC)=O)C=5C=4)C=NC=3)SC=2CCC1.[B:62]1([B:62]2[O:66][C:65]([CH3:68])([CH3:67])[C:64]([CH3:70])([CH3:69])[O:63]2)[O:66][C:65]([CH3:68])([CH3:67])[C:64]([CH3:70])([CH3:69])[O:63]1.CC([O-])=O.[K+]. Product: [F:17][C:13]1([F:18])[C:11]2[N:12]=[C:8]([C:4]3[CH:5]=[N:6][CH:7]=[C:2]([B:62]4[O:66][C:65]([CH3:68])([CH3:67])[C:64]([CH3:70])([CH3:69])[O:63]4)[CH:3]=3)[S:9][C:10]=2[CH2:16][CH2:15][CH2:14]1. The catalyst class is: 75.